This data is from Reaction yield outcomes from USPTO patents with 853,638 reactions. The task is: Predict the reaction yield, written as a fraction of the theoretical maximum amount of product (1.0 means a 100% yield; for example, 0.34 means a 34% yield). (1) The reactants are [CH3:1][O:2][C:3]([NH:5][CH:6]([CH:10]([CH3:12])[CH3:11])[C:7]([OH:9])=O)=[O:4].CN(C(ON1N=NC2C=CC=NC1=2)=[N+](C)C)C.F[P-](F)(F)(F)(F)F.[CH2:37]([O:39][C:40]([CH:42]1[CH2:49][C:45]2([CH2:48][CH2:47][CH2:46]2)[O:44][NH:43]1)=[O:41])[CH3:38].C(N(C(C)C)CC)(C)C. The catalyst is CN(C)C=O.C(OCC)(=O)C. The product is [CH2:37]([O:39][C:40]([CH:42]1[CH2:49][C:45]2([CH2:46][CH2:47][CH2:48]2)[O:44][N:43]1[C:7](=[O:9])[CH:6]([NH:5][C:3]([O:2][CH3:1])=[O:4])[CH:10]([CH3:12])[CH3:11])=[O:41])[CH3:38]. The yield is 0.720. (2) The reactants are [C:1]([C:5]1[O:9][N:8]=[C:7]([NH:10][C:11]([NH:13][C:14]2[CH:19]=[CH:18][CH:17]=[C:16]([SH:20])[CH:15]=2)=[O:12])[CH:6]=1)([CH3:4])([CH3:3])[CH3:2].Cl[C:22]1[C:31]2[C:26](=[CH:27][C:28]([O:36][CH3:37])=[C:29]([O:32][CH2:33][CH2:34][Cl:35])[CH:30]=2)[N:25]=[CH:24][N:23]=1. No catalyst specified. The product is [C:1]([C:5]1[O:9][N:8]=[C:7]([NH:10][C:11]([NH:13][C:14]2[CH:19]=[CH:18][CH:17]=[C:16]([S:20][C:22]3[C:31]4[C:26](=[CH:27][C:28]([O:36][CH3:37])=[C:29]([O:32][CH2:33][CH2:34][Cl:35])[CH:30]=4)[N:25]=[CH:24][N:23]=3)[CH:15]=2)=[O:12])[CH:6]=1)([CH3:4])([CH3:2])[CH3:3]. The yield is 0.790. (3) The reactants are [C:1]([N:5]1[C:9]2=[N:10][C:11](Cl)=[N:12][C:13]([NH:14][CH:15]3[CH2:20][CH2:19][O:18][CH2:17][CH2:16]3)=[C:8]2[CH:7]=[N:6]1)([CH3:4])([CH3:3])[CH3:2].[Si:22]([O:29][CH:30]([CH2:41][O:42][C:43]1[CH:48]=[CH:47][CH:46]=[C:45](B2OC(C)(C)C(C)(C)O2)[CH:44]=1)[CH2:31][N:32]([CH3:40])[C:33](=[O:39])[O:34][C:35]([CH3:38])([CH3:37])[CH3:36])([C:25]([CH3:28])([CH3:27])[CH3:26])([CH3:24])[CH3:23].C([O-])(O)=O.[Na+]. The catalyst is O1CCOCC1.O.C1C=CC([P]([Pd]([P](C2C=CC=CC=2)(C2C=CC=CC=2)C2C=CC=CC=2)([P](C2C=CC=CC=2)(C2C=CC=CC=2)C2C=CC=CC=2)[P](C2C=CC=CC=2)(C2C=CC=CC=2)C2C=CC=CC=2)(C2C=CC=CC=2)C2C=CC=CC=2)=CC=1. The product is [C:35]([O:34][C:33](=[O:39])[N:32]([CH2:31][CH:30]([O:29][Si:22]([C:25]([CH3:28])([CH3:27])[CH3:26])([CH3:23])[CH3:24])[CH2:41][O:42][C:43]1[CH:44]=[CH:45][CH:46]=[C:47]([C:11]2[N:10]=[C:9]3[N:5]([C:1]([CH3:4])([CH3:3])[CH3:2])[N:6]=[CH:7][C:8]3=[C:13]([NH:14][CH:15]3[CH2:20][CH2:19][O:18][CH2:17][CH2:16]3)[N:12]=2)[CH:48]=1)[CH3:40])([CH3:36])([CH3:38])[CH3:37]. The yield is 0.300. (4) The reactants are Cl[C:2]1[N:7]2[N:8]=[CH:9][C:10]([C:11]([O:13][CH2:14][CH3:15])=[O:12])=[C:6]2[N:5]=[CH:4][C:3]=1[C:16]([O:18][CH3:19])=[O:17].[F:20][C:21]1[CH:27]=[CH:26][C:24]([NH2:25])=[C:23]([CH3:28])[CH:22]=1. No catalyst specified. The product is [CH2:14]([O:13][C:11]([C:10]1[CH:9]=[N:8][N:7]2[C:2]([NH:25][C:24]3[CH:26]=[CH:27][C:21]([F:20])=[CH:22][C:23]=3[CH3:28])=[C:3]([C:16]([O:18][CH3:19])=[O:17])[CH:4]=[N:5][C:6]=12)=[O:12])[CH3:15]. The yield is 1.00. (5) The reactants are [N+:1]([C:4]1[CH:9]=[CH:8][C:7]([S:10]([NH:13][C:14]2[CH:19]=[C:18]([C:20]3[CH:25]=[CH:24][CH:23]=[CH:22][CH:21]=3)[N:17]=[CH:16][N:15]=2)(=[O:12])=[O:11])=[CH:6][CH:5]=1)([O-])=O.O. The catalyst is CCO.Cl.[Fe]. The product is [NH2:1][C:4]1[CH:9]=[CH:8][C:7]([S:10]([NH:13][C:14]2[CH:19]=[C:18]([C:20]3[CH:25]=[CH:24][CH:23]=[CH:22][CH:21]=3)[N:17]=[CH:16][N:15]=2)(=[O:12])=[O:11])=[CH:6][CH:5]=1. The yield is 1.00. (6) The reactants are S([CH2:11][N+:12]#[C-])(C1C=CC(C)=CC=1)(=O)=O.CC(C)([O-])C.[K+].[CH3:20][Si:21]([CH3:34])([CH3:33])[CH2:22][CH2:23][O:24][CH2:25][N:26]1[CH:30]=[CH:29][N:28]=[C:27]1[CH:31]=O.CO. The catalyst is COCCOC.O. The product is [CH3:20][Si:21]([CH3:34])([CH3:33])[CH2:22][CH2:23][O:24][CH2:25][N:26]1[CH:30]=[CH:29][N:28]=[C:27]1[CH2:31][C:11]#[N:12]. The yield is 0.410.